Dataset: Reaction yield outcomes from USPTO patents with 853,638 reactions. Task: Predict the reaction yield, written as a fraction of the theoretical maximum amount of product (1.0 means a 100% yield; for example, 0.34 means a 34% yield). (1) The reactants are [CH:1]([C:3]1[CH:12]=[CH:11][CH:10]=[C:9]([O:13][CH2:14][C:15]2[CH:20]=[CH:19][C:18]([C:21]([O:23][CH3:24])=[O:22])=[CH:17][CH:16]=2)[C:4]=1[C:5]([O:7][CH3:8])=[O:6])=[CH2:2].[C:25]([OH:28])(=[S:27])[CH3:26].CC(N=NC(C#N)(C)C)(C#N)C. The catalyst is C1C=CC=CC=1. The product is [C:25]([S:27][CH2:2][CH2:1][C:3]1[CH:12]=[CH:11][CH:10]=[C:9]([O:13][CH2:14][C:15]2[CH:16]=[CH:17][C:18]([C:21]([O:23][CH3:24])=[O:22])=[CH:19][CH:20]=2)[C:4]=1[C:5]([O:7][CH3:8])=[O:6])(=[O:28])[CH3:26]. The yield is 0.600. (2) The reactants are I[C:2]1[CH:3]=[CH:4][C:5]2[N:6]([CH:8]=[C:9]([NH:11][C:12]([CH:14]3[CH2:16][CH2:15]3)=[O:13])[N:10]=2)[N:7]=1.[NH2:17][C:18]1[CH:19]=[C:20]([OH:25])[CH:21]=[CH:22][C:23]=1[Br:24].C(=O)([O-])[O-].[K+].[K+].CN(C)C=O. The catalyst is O. The product is [NH2:17][C:18]1[CH:19]=[C:20]([CH:21]=[CH:22][C:23]=1[Br:24])[O:25][C:2]1[CH:3]=[CH:4][C:5]2[N:6]([CH:8]=[C:9]([NH:11][C:12]([CH:14]3[CH2:16][CH2:15]3)=[O:13])[N:10]=2)[N:7]=1. The yield is 0.480. (3) The reactants are [CH3:1]N(C(OC)OC)C.[Cl:9][C:10]1[CH:15]=[CH:14][CH:13]=[CH:12][C:11]=1[NH:16][C:17]([C:19]1[C:20]([CH3:27])=[N:21][C:22]([S:25][CH3:26])=[N:23][CH:24]=1)=[O:18]. The catalyst is CN(C=O)C. The product is [Cl:9][C:10]1[CH:15]=[CH:14][CH:13]=[CH:12][C:11]=1[N:16]1[CH:1]=[CH:27][C:20]2[N:21]=[C:22]([S:25][CH3:26])[N:23]=[CH:24][C:19]=2[C:17]1=[O:18]. The yield is 0.540. (4) The reactants are Br[C:2]1(Br)[C:10]2[C:5](=[N:6][CH:7]=[C:8]([Br:11])[CH:9]=2)[NH:4][C:3]1=[O:12]. The catalyst is C(O)(=O)C.[Zn]. The product is [Br:11][C:8]1[CH:9]=[C:10]2[CH2:2][C:3](=[O:12])[NH:4][C:5]2=[N:6][CH:7]=1. The yield is 0.720. (5) The reactants are [Al+3].[Cl-].[Cl-].[Cl-].C[O:6][C:7]1[CH:14]=[CH:13][CH:12]=[C:11]([O:15]C)[C:8]=1[CH:9]=[O:10]. The catalyst is ClCCl. The product is [OH:6][C:7]1[CH:14]=[CH:13][CH:12]=[C:11]([OH:15])[C:8]=1[CH:9]=[O:10]. The yield is 0.480. (6) The reactants are [CH3:1][O:2][CH2:3][CH2:4][O:5][C:6]1[CH:7]=[C:8]2[C:12](=[C:13]([N+:15]([O-:17])=[O:16])[CH:14]=1)[NH:11][C:10]([C:18]([O:20]CC)=[O:19])=[CH:9]2.C(O)(=O)CC(CC(O)=O)(C(O)=O)O. The catalyst is C(O)C.O1CCCC1.[OH-].[Na+]. The product is [CH3:1][O:2][CH2:3][CH2:4][O:5][C:6]1[CH:7]=[C:8]2[C:12](=[C:13]([N+:15]([O-:17])=[O:16])[CH:14]=1)[NH:11][C:10]([C:18]([OH:20])=[O:19])=[CH:9]2. The yield is 0.970. (7) The yield is 0.890. The product is [CH3:50][C:45]([CH3:51])([CH2:44][C:42]1[O:43][C:39]([C:36]2[CH:35]=[CH:34][C:33]([NH:32][C:53]([NH:52][C:55]3[CH:56]=[CH:57][C:58]([C:61]([F:62])([F:63])[F:64])=[CH:59][CH:60]=3)=[O:54])=[CH:38][CH:37]=2)=[CH:40][N:41]=1)[C:46]([O:48][CH3:49])=[O:47]. The reactants are FC(F)(F)C1C=C(NC(=O)NC2C=CC(C3SC(CCC(OC)=O)=NC=3)=CC=2)C=CC=1.[NH2:32][C:33]1[CH:38]=[CH:37][C:36]([C:39]2[O:43][C:42]([CH2:44][C:45]([CH3:51])([CH3:50])[C:46]([O:48][CH3:49])=[O:47])=[N:41][CH:40]=2)=[CH:35][CH:34]=1.[N:52]([C:55]1[CH:60]=[CH:59][C:58]([C:61]([F:64])([F:63])[F:62])=[CH:57][CH:56]=1)=[C:53]=[O:54]. No catalyst specified. (8) The reactants are [Br:1][C:2]1[C:3](F)=[C:4]2[C:10]([NH:11][C:12](=[O:23])[C:13]3[CH:18]=[CH:17][C:16]([C:19]([F:22])([F:21])[F:20])=[CH:15][N:14]=3)=[CH:9][NH:8][C:5]2=[N:6][CH:7]=1.[NH:25]1[CH2:30][CH2:29][CH2:28][C@@H:27]([NH:31]C(=O)OC(C)(C)C)[CH2:26]1.CCN(C(C)C)C(C)C.C(O)(C(F)(F)F)=O. The catalyst is CN1CCCC1=O.C(Cl)Cl.C(OCC)(=O)C. The product is [NH2:31][C@@H:27]1[CH2:28][CH2:29][CH2:30][N:25]([C:3]2[C:2]([Br:1])=[CH:7][N:6]=[C:5]3[NH:8][CH:9]=[C:10]([NH:11][C:12](=[O:23])[C:13]4[CH:18]=[CH:17][C:16]([C:19]([F:22])([F:21])[F:20])=[CH:15][N:14]=4)[C:4]=23)[CH2:26]1. The yield is 0.0800. (9) The reactants are [NH:1]1[CH2:6][CH2:5][NH:4][CH2:3][CH2:2]1.F[C:8]1[CH:15]=[C:14]([C:16]([F:19])([F:18])[F:17])[CH:13]=[CH:12][C:9]=1[C:10]#[N:11]. The catalyst is CS(C)=O.CCOC(C)=O. The product is [C:10]([C:9]1[CH:12]=[CH:13][C:14]([C:16]([F:17])([F:18])[F:19])=[CH:15][C:8]=1[N:1]1[CH2:6][CH2:5][NH:4][CH2:3][CH2:2]1)#[N:11]. The yield is 0.960.